From a dataset of Reaction yield outcomes from USPTO patents with 853,638 reactions. Predict the reaction yield, written as a fraction of the theoretical maximum amount of product (1.0 means a 100% yield; for example, 0.34 means a 34% yield). (1) The reactants are [CH3:1][CH2:2][C@H:3]1[O:18][C:16](=[O:17])[C@H:15]([CH3:19])[C@@H:14]([O:20][C@@H:21]2[O:26][C@@H:25]([CH3:27])[C@H:24]([OH:28])[C@@:23]([O:30][CH3:31])([CH3:29])[CH2:22]2)[C@H:13]([CH3:32])[C@@H:12]([O:33][C@@H:34]2[O:39][C@H:38]([CH3:40])[CH2:37][C@H:36]([N:41]([CH3:43])[CH3:42])[C@H:35]2[OH:44])[C@@:11]([OH:46])([CH3:45])[CH2:10][C@@H:9]([CH3:47])[C:7](=[O:8])[C@H:6]([CH3:48])[C@@H:5]([OH:49])[C@@:4]1([OH:51])[CH3:50].[OH:52]O.O. The catalyst is CO. The product is [CH3:1][CH2:2][C@H:3]1[O:18][C:16](=[O:17])[C@H:15]([CH3:19])[C@@H:14]([O:20][C@@H:21]2[O:26][C@@H:25]([CH3:27])[C@H:24]([OH:28])[C@@:23]([O:30][CH3:31])([CH3:29])[CH2:22]2)[C@H:13]([CH3:32])[C@@H:12]([O:33][C@@H:34]2[O:39][C@H:38]([CH3:40])[CH2:37][C@H:36]([N+:41]([O-:52])([CH3:42])[CH3:43])[C@H:35]2[OH:44])[C@@:11]([OH:46])([CH3:45])[CH2:10][C@@H:9]([CH3:47])[C:7](=[O:8])[C@H:6]([CH3:48])[C@@H:5]([OH:49])[C@@:4]1([OH:51])[CH3:50]. The yield is 0.900. (2) The reactants are [Cl:1][C:2]1[CH:7]=[CH:6][C:5]([CH:8]([NH:21][CH2:22][C:23]2[CH:28]=[CH:27][C:26]([O:29][CH3:30])=[CH:25][CH:24]=2)[C:9]2[C:10]([CH3:20])=[N:11][N:12]([CH:17]3[CH2:19][CH2:18]3)[C:13]=2[C:14](O)=[O:15])=[CH:4][CH:3]=1.ClC(N(C)C)=C(C)C. The catalyst is C(Cl)Cl. The product is [Cl:1][C:2]1[CH:7]=[CH:6][C:5]([CH:8]2[C:9]3[C:10]([CH3:20])=[N:11][N:12]([CH:17]4[CH2:18][CH2:19]4)[C:13]=3[C:14](=[O:15])[N:21]2[CH2:22][C:23]2[CH:28]=[CH:27][C:26]([O:29][CH3:30])=[CH:25][CH:24]=2)=[CH:4][CH:3]=1. The yield is 0.920.